Predict the product of the given reaction. From a dataset of Forward reaction prediction with 1.9M reactions from USPTO patents (1976-2016). (1) Given the reactants [F:1][C:2]1[CH:7]=[CH:6][C:5]([C@H:8]([O:18][CH3:19])[CH2:9][C@H:10]([CH2:15][CH:16]=[CH2:17])[C:11](OC)=[O:12])=[CH:4][C:3]=1[CH3:20].C1COCC1.[NH2:26][OH:27].[C-]#N.[K+], predict the reaction product. The product is: [F:1][C:2]1[CH:7]=[CH:6][C:5]([C@H:8]([O:18][CH3:19])[CH2:9][C@H:10]([CH2:15][CH:16]=[CH2:17])[C:11]([NH:26][OH:27])=[O:12])=[CH:4][C:3]=1[CH3:20]. (2) Given the reactants [NH:1]1[CH2:6][CH2:5][O:4][CH2:3][CH2:2]1.[CH3:7][O:8][C:9](=[O:22])[CH2:10][C:11]1[CH:16]=[CH:15][CH:14]=[CH:13][C:12]=1[O:17][CH2:18][CH2:19][CH2:20]Br.C(=O)(O)[O-].[Na+], predict the reaction product. The product is: [CH3:7][O:8][C:9](=[O:22])[CH2:10][C:11]1[CH:16]=[CH:15][CH:14]=[CH:13][C:12]=1[O:17][CH2:18][CH2:19][CH2:20][N:1]1[CH2:6][CH2:5][O:4][CH2:3][CH2:2]1. (3) Given the reactants [CH3:1][C:2]1[CH:11]=[CH:10][C:9]2[C:4](=[CH:5][CH:6]=[CH:7][N:8]=2)[N:3]=1.[O:12]1CCOCC1, predict the reaction product. The product is: [N:3]1[C:4]2[C:9](=[N:8][CH:7]=[CH:6][CH:5]=2)[CH:10]=[CH:11][C:2]=1[CH:1]=[O:12].